From a dataset of Reaction yield outcomes from USPTO patents with 853,638 reactions. Predict the reaction yield, written as a fraction of the theoretical maximum amount of product (1.0 means a 100% yield; for example, 0.34 means a 34% yield). The reactants are Cl.[CH3:2][O:3][C:4]1[CH:9]=[CH:8][CH:7]=[CH:6][C:5]=1[N:10]1[CH2:15][CH2:14][N:13]([CH:16]([CH3:29])[C:17]([C:19]2[CH:20]=[C:21]3[C:25](=[CH:26][CH:27]=2)[NH:24][C:23](=[O:28])[CH2:22]3)=[O:18])[CH2:12][CH2:11]1.[BH4-].[Na+].Cl. The catalyst is CO. The product is [OH:18][CH:17]([C:19]1[CH:20]=[C:21]2[C:25](=[CH:26][CH:27]=1)[NH:24][C:23](=[O:28])[CH2:22]2)[CH:16]([N:13]1[CH2:14][CH2:15][N:10]([C:5]2[CH:6]=[CH:7][CH:8]=[CH:9][C:4]=2[O:3][CH3:2])[CH2:11][CH2:12]1)[CH3:29]. The yield is 0.329.